Dataset: Full USPTO retrosynthesis dataset with 1.9M reactions from patents (1976-2016). Task: Predict the reactants needed to synthesize the given product. (1) Given the product [CH:1]1[CH:6]=[CH:5][C:4](/[CH:7]=[CH:8]/[CH2:9][N:10]2[CH2:11][CH2:12][N:13]([CH:16]([C:17]3[CH:22]=[CH:21][CH:20]=[CH:19][CH:18]=3)[C:23]3[CH:28]=[CH:27][CH:26]=[CH:25][CH:24]=3)[CH2:14][CH2:15]2)=[CH:3][CH:2]=1.[CH2:31]([O:41][S:42]([O-:45])(=[O:44])=[O:43])[CH2:32][CH2:33][CH2:34][CH2:35][CH2:36][CH2:37][CH2:38][CH2:39][CH3:40], predict the reactants needed to synthesize it. The reactants are: [CH:1]1[CH:2]=[CH:3][C:4](/[CH:7]=[CH:8]/[CH2:9][N:10]2[CH2:15][CH2:14][N:13]([CH:16]([C:23]3[CH:24]=[CH:25][CH:26]=[CH:27][CH:28]=3)[C:17]3[CH:18]=[CH:19][CH:20]=[CH:21][CH:22]=3)[CH2:12][CH2:11]2)=[CH:5][CH:6]=1.Cl.[NH4+].[CH2:31]([O:41][S:42]([O-:45])(=[O:44])=[O:43])[CH2:32][CH2:33][CH2:34][CH2:35][CH2:36][CH2:37][CH2:38][CH2:39][CH3:40]. (2) Given the product [N:12]1[CH:17]=[CH:16][C:15]([C:2]2[S:3][C:4]3[CH2:10][CH2:9][CH2:8][C:7](=[O:11])[C:5]=3[CH:6]=2)=[CH:14][CH:13]=1, predict the reactants needed to synthesize it. The reactants are: Br[C:2]1[S:3][C:4]2[CH2:10][CH2:9][CH2:8][C:7](=[O:11])[C:5]=2[CH:6]=1.[N:12]1[CH:17]=[CH:16][C:15](B(O)O)=[CH:14][CH:13]=1.C(=O)([O-])[O-].[Cs+].[Cs+].ClCCl.